Task: Predict the product of the given reaction.. Dataset: Forward reaction prediction with 1.9M reactions from USPTO patents (1976-2016) (1) Given the reactants [CH2:1]([S:5]([NH2:8])(=[O:7])=[O:6])[CH2:2][CH:3]=[CH2:4].[CH3:9][O:10][C:11]1[CH:18]=[CH:17][C:14]([CH2:15]Cl)=[CH:13][CH:12]=1.[C:19]([O-:22])([O-])=O.[K+].[K+].[I-].[Na+], predict the reaction product. The product is: [CH3:9][O:10][C:11]1[CH:18]=[CH:17][C:14]([CH2:15][N:8]([CH2:15][C:14]2[CH:17]=[CH:18][C:11]([O:22][CH3:19])=[CH:12][CH:13]=2)[S:5]([CH2:1][CH2:2][CH:3]=[CH2:4])(=[O:7])=[O:6])=[CH:13][CH:12]=1. (2) Given the reactants [C:1]([C:5]1[CH:9]=[C:8]([NH:10][C:11]([NH:13][C:14]2[C:23]3[C:18](=[CH:19][CH:20]=[CH:21][CH:22]=3)[C:17]([O:24][C:25]3[CH:30]=[CH:29][N:28]=[C:27](Cl)[N:26]=3)=[CH:16][CH:15]=2)=[O:12])[N:7]([C:32]2[CH:37]=[CH:36][C:35]([CH3:38])=[CH:34][CH:33]=2)[N:6]=1)([CH3:4])([CH3:3])[CH3:2].[CH:39]1([S:42]([C:45]2[CH:46]=[C:47]([CH:49]=[CH:50][CH:51]=2)[NH2:48])(=[O:44])=[O:43])[CH2:41][CH2:40]1.C([O-])(O)=O.[Na+], predict the reaction product. The product is: [C:1]([C:5]1[CH:9]=[C:8]([NH:10][C:11]([NH:13][C:14]2[C:23]3[C:18](=[CH:19][CH:20]=[CH:21][CH:22]=3)[C:17]([O:24][C:25]3[CH:30]=[CH:29][N:28]=[C:27]([NH:48][C:47]4[CH:49]=[CH:50][CH:51]=[C:45]([S:42]([CH:39]5[CH2:41][CH2:40]5)(=[O:44])=[O:43])[CH:46]=4)[N:26]=3)=[CH:16][CH:15]=2)=[O:12])[N:7]([C:32]2[CH:37]=[CH:36][C:35]([CH3:38])=[CH:34][CH:33]=2)[N:6]=1)([CH3:4])([CH3:3])[CH3:2]. (3) Given the reactants [N:1]1([C:7]([C:9]2[CH:14]=[CH:13][C:12]([N:15]3[CH2:20][CH2:19][CH:18]([N:21]4[CH2:25][CH2:24][C@@H:23]([NH:26]C5C(C(F)(F)F)=C(CC=O)C=CC=5C(N)=O)[CH2:22]4)[CH2:17][CH2:16]3)=[CH:11][CH:10]=2)=[O:8])[CH2:6][CH2:5][O:4][CH2:3][CH2:2]1.[O:43]=[C:44](N[C@@H]1CCNC1)[CH2:45][NH:46][C:47](=[O:58])[C:48]1[CH:53]=[CH:52][CH:51]=[C:50]([C:54]([F:57])([F:56])[F:55])[CH:49]=1, predict the reaction product. The product is: [N:1]1([C:7]([C:9]2[CH:14]=[CH:13][C:12]([N:15]3[CH2:16][CH2:17][CH:18]([N:21]4[CH2:25][CH2:24][C@H:23]([NH:26][C:44](=[O:43])[CH2:45][NH:46][C:47](=[O:58])[C:48]5[CH:53]=[CH:52][CH:51]=[C:50]([C:54]([F:55])([F:57])[F:56])[CH:49]=5)[CH2:22]4)[CH2:19][CH2:20]3)=[CH:11][CH:10]=2)=[O:8])[CH2:6][CH2:5][O:4][CH2:3][CH2:2]1. (4) Given the reactants CC1C=CC(S(Cl)(=O)=[O:9])=CC=1.[Cl:12][C:13]1[CH:14]=[C:15]([CH:37]=[C:38]([Cl:40])[CH:39]=1)[CH2:16][N:17]([CH3:36])[C:18]([N:20]1[CH2:25][CH2:24][C:23](=[N:26]O)[CH2:22][CH:21]1[C:28]1[CH:33]=[CH:32][C:31]([F:34])=[CH:30][C:29]=1[CH3:35])=[O:19], predict the reaction product. The product is: [Cl:12][C:13]1[CH:14]=[C:15]([CH:37]=[C:38]([Cl:40])[CH:39]=1)[CH2:16][N:17]([CH3:36])[C:18]([N:20]1[CH2:25][CH2:24][C:23](=[O:9])[NH:26][CH2:22][C@@H:21]1[C:28]1[CH:33]=[CH:32][C:31]([F:34])=[CH:30][C:29]=1[CH3:35])=[O:19]. (5) Given the reactants C[O:2][C:3](=[O:23])[C:4]1[C:5](=[C:10]([O:14][CH2:15][C:16]2[CH:21]=[CH:20][C:19]([Cl:22])=[CH:18][CH:17]=2)[CH:11]=[CH:12][CH:13]=1)[C:6]([O:8]C)=[O:7], predict the reaction product. The product is: [Cl:22][C:19]1[CH:20]=[CH:21][C:16]([CH2:15][O:14][C:10]2[CH:11]=[CH:12][CH:13]=[C:4]([C:3]([OH:23])=[O:2])[C:5]=2[C:6]([OH:8])=[O:7])=[CH:17][CH:18]=1. (6) Given the reactants [CH:1]#[C:2][CH2:3][CH2:4][CH2:5][CH2:6][CH2:7][CH2:8][CH3:9].Br[C:11]1[CH:16]=[CH:15][C:14]([C:17]2[CH:22]=[CH:21][C:20]([C:23]([O:25][CH3:26])=[O:24])=[CH:19][CH:18]=2)=[CH:13][CH:12]=1.CCN(C(C)C)C(C)C, predict the reaction product. The product is: [C:1]([C:11]1[CH:16]=[CH:15][C:14]([C:17]2[CH:22]=[CH:21][C:20]([C:23]([O:25][CH3:26])=[O:24])=[CH:19][CH:18]=2)=[CH:13][CH:12]=1)#[C:2][CH2:3][CH2:4][CH2:5][CH2:6][CH2:7][CH2:8][CH3:9]. (7) Given the reactants [Cl:1][C:2]1[CH:7]=[CH:6][CH:5]=[CH:4][C:3]=1[C@H:8]([N:18]([C:41]1[CH:46]=[CH:45][CH:44]=[C:43]([F:47])[CH:42]=1)[C:19]([C@@H:21]1[CH2:25][C@H:24](OS(C2C=CC(C)=CC=2)(=O)=O)[CH2:23][N:22]1[C:37]([O:39][CH3:40])=[O:38])=[O:20])[C:9]([NH:11][CH:12]1[CH2:15][C:14]([F:17])([F:16])[CH2:13]1)=[O:10].[N-:48]=[N+:49]=[N-:50].[Na+].O, predict the reaction product. The product is: [N:48]([C@H:24]1[CH2:23][N:22]([C:37]([O:39][CH3:40])=[O:38])[C@H:21]([C:19](=[O:20])[N:18]([C@@H:8]([C:3]2[CH:4]=[CH:5][CH:6]=[CH:7][C:2]=2[Cl:1])[C:9]([NH:11][CH:12]2[CH2:13][C:14]([F:16])([F:17])[CH2:15]2)=[O:10])[C:41]2[CH:46]=[CH:45][CH:44]=[C:43]([F:47])[CH:42]=2)[CH2:25]1)=[N+:49]=[N-:50]. (8) Given the reactants [C:1]([C:3]1[CH:8]=[CH:7][C:6]([C@@H:9]2[CH2:14][C@@H:13]([O:15][CH2:16][CH3:17])[CH2:12][CH2:11][N:10]2[CH2:18][C:19]2[C:27]([O:28][CH3:29])=[CH:26][C:25]([CH3:30])=[C:24]3[C:20]=2[CH:21]=[CH:22][N:23]3C(OC(C)(C)C)=O)=[CH:5][CH:4]=1)#[N:2].C(O)(C(F)(F)F)=O, predict the reaction product. The product is: [CH2:16]([O:15][C@H:13]1[CH2:12][CH2:11][N:10]([CH2:18][C:19]2[C:27]([O:28][CH3:29])=[CH:26][C:25]([CH3:30])=[C:24]3[C:20]=2[CH:21]=[CH:22][NH:23]3)[C@H:9]([C:6]2[CH:5]=[CH:4][C:3]([C:1]#[N:2])=[CH:8][CH:7]=2)[CH2:14]1)[CH3:17]. (9) Given the reactants C([O:4][C@H:5]1[CH2:10][CH2:9][CH2:8][C@@H:7]([NH:11][C:12]([C:14]2[C:18]([CH2:19]Cl)=[C:17]([C:21]3[CH:26]=[CH:25][C:24]([C:27]([F:30])([F:29])[F:28])=[CH:23][CH:22]=3)[O:16][N:15]=2)=[O:13])[CH2:6]1)(=O)C.[CH:31]1([NH2:34])[CH2:33][CH2:32]1.CCN(C(C)C)C(C)C.[Li+].[OH-], predict the reaction product. The product is: [CH:31]1([NH:34][CH2:19][C:18]2[C:14]([C:12]([NH:11][C@@H:7]3[CH2:8][CH2:9][CH2:10][C@H:5]([OH:4])[CH2:6]3)=[O:13])=[N:15][O:16][C:17]=2[C:21]2[CH:26]=[CH:25][C:24]([C:27]([F:30])([F:29])[F:28])=[CH:23][CH:22]=2)[CH2:33][CH2:32]1. (10) Given the reactants [CH2:1]=[CH:2][C:3]1[CH:8]=[CH:7][CH:6]=[CH:5][CH:4]=1.[C:9]1(=[O:15])[O:14][C:12](=[O:13])[CH:11]=[CH:10]1.C(OOC1(OOC(C)(C)C)CCCCC1)(C)(C)C.C(S)CCCCCCCCCCC, predict the reaction product. The product is: [CH:1]([C:10]1=[CH:11][C:12]([O:14][C:9]1=[O:15])=[O:13])=[CH:2][C:3]1[CH:8]=[CH:7][CH:6]=[CH:5][CH:4]=1.